From a dataset of Catalyst prediction with 721,799 reactions and 888 catalyst types from USPTO. Predict which catalyst facilitates the given reaction. Reactant: CN(C(ON1N=NC2C=CC=CC1=2)=[N+](C)C)C.[B-](F)(F)(F)F.CCN(C(C)C)C(C)C.[C:32]([C:34]1[C:35]([N:46]2[CH2:51][CH2:50][CH:49]([C:52]([OH:54])=O)[CH2:48][CH2:47]2)=[N:36][C:37]([CH3:45])=[C:38]([C:40]([S:42][CH2:43][CH3:44])=[O:41])[CH:39]=1)#[N:33].[C:55]1([CH2:61][S:62]([NH2:65])(=[O:64])=[O:63])[CH:60]=[CH:59][CH:58]=[CH:57][CH:56]=1.C([O-])(O)=O.[Na+]. Product: [CH2:61]([S:62]([NH:65][C:52]([CH:49]1[CH2:50][CH2:51][N:46]([C:35]2[N:36]=[C:37]([CH3:45])[C:38]([C:40](=[O:41])[S:42][CH2:43][CH3:44])=[CH:39][C:34]=2[C:32]#[N:33])[CH2:47][CH2:48]1)=[O:54])(=[O:64])=[O:63])[C:55]1[CH:60]=[CH:59][CH:58]=[CH:57][CH:56]=1. The catalyst class is: 2.